This data is from Peptide-MHC class I binding affinity with 185,985 pairs from IEDB/IMGT. The task is: Regression. Given a peptide amino acid sequence and an MHC pseudo amino acid sequence, predict their binding affinity value. This is MHC class I binding data. (1) The peptide sequence is DPKKTGGPI. The MHC is HLA-B15:09 with pseudo-sequence HLA-B15:09. The binding affinity (normalized) is 0.0847. (2) The peptide sequence is VYALCTLLHL. The MHC is HLA-A26:01 with pseudo-sequence HLA-A26:01. The binding affinity (normalized) is 0.118. (3) The peptide sequence is ILLKALYML. The MHC is HLA-A23:01 with pseudo-sequence HLA-A23:01. The binding affinity (normalized) is 1.00.